This data is from Forward reaction prediction with 1.9M reactions from USPTO patents (1976-2016). The task is: Predict the product of the given reaction. Given the reactants [NH2:1][C:2]1[CH:9]=[C:8]([Cl:10])[C:7](Br)=[CH:6][C:3]=1[C:4]#[N:5].[CH2:12](B(O)O)[CH2:13][CH3:14].CC(OC1C=CC=C(OC(C)C)C=1C1C(P(C2CCCCC2)C2CCCCC2)=CC=CC=1)C.C([O-])([O-])=O.[K+].[K+], predict the reaction product. The product is: [NH2:1][C:2]1[CH:9]=[C:8]([Cl:10])[C:7]([CH2:12][CH2:13][CH3:14])=[CH:6][C:3]=1[C:4]#[N:5].